Dataset: Full USPTO retrosynthesis dataset with 1.9M reactions from patents (1976-2016). Task: Predict the reactants needed to synthesize the given product. (1) Given the product [NH2:1][C:2]1[N:3]=[C:4]([C:15]2[CH:20]=[CH:19][C:18]([Cl:21])=[CH:17][C:16]=2[Cl:22])[C:5]2[CH:10]=[C:9]([C:11](=[O:14])[CH2:12][CH3:13])[S:8][C:6]=2[N:7]=1, predict the reactants needed to synthesize it. The reactants are: [NH2:1][C:2]1[N:3]=[C:4]([C:15]2[CH:20]=[CH:19][C:18]([Cl:21])=[CH:17][C:16]=2[Cl:22])[C:5]2[CH:10]=[C:9]([CH:11]([OH:14])[CH2:12][CH3:13])[S:8][C:6]=2[N:7]=1.CC(C)=O.OS(O)(=O)=O.O=[Cr](=O)=O. (2) The reactants are: [F:1][C:2]([F:19])([F:18])[C:3]1[CH:8]=[CH:7][C:6]([S:9]([N:12]2[CH2:17][CH2:16][NH:15][CH2:14][CH2:13]2)(=[O:11])=[O:10])=[CH:5][CH:4]=1.C1C=CC2N(O)N=NC=2C=1.O.CN(C(ON1N=NC2C=CC=CC1=2)=[N+](C)C)C.F[P-](F)(F)(F)(F)F.[CH3:55][C:56]1[C:61]([C:62](O)=[O:63])=[CH:60][CH:59]=[CH:58][N:57]=1.CCN(C(C)C)C(C)C. Given the product [CH3:55][C:56]1[C:61]([C:62]([N:15]2[CH2:16][CH2:17][N:12]([S:9]([C:6]3[CH:5]=[CH:4][C:3]([C:2]([F:1])([F:18])[F:19])=[CH:8][CH:7]=3)(=[O:10])=[O:11])[CH2:13][CH2:14]2)=[O:63])=[CH:60][CH:59]=[CH:58][N:57]=1, predict the reactants needed to synthesize it. (3) Given the product [CH3:20][O:21][C:22]1[CH:23]=[CH:24][C:25]2[CH2:26][C@H:27]3[N:38]([C:16]([C:12]4[CH:11]=[C:10]5[C:15](=[CH:14][CH:13]=4)[NH:7][CH:8]=[CH:9]5)=[O:18])[CH2:37][CH2:36][C@@:33]4([C:34]=2[CH:35]=1)[C@H:28]3[CH2:29][CH2:30][CH2:31][CH2:32]4, predict the reactants needed to synthesize it. The reactants are: C(Cl)(=O)C(Cl)=O.[NH:7]1[C:15]2[C:10](=[CH:11][C:12]([C:16]([OH:18])=O)=[CH:13][CH:14]=2)[CH:9]=[CH:8]1.Cl.[CH3:20][O:21][C:22]1[CH:23]=[CH:24][C:25]2[CH2:26][C@H:27]3[NH:38][CH2:37][CH2:36][C@@:33]4([C:34]=2[CH:35]=1)[C@H:28]3[CH2:29][CH2:30][CH2:31][CH2:32]4.C(N(CC)CC)C. (4) Given the product [F:30][C:27]1[CH:26]=[CH:25][C:24]([N:21]2[CH2:20][CH2:19][N:18]([CH2:17][CH2:16][CH2:15][N:10]3[C:6]4[C:5](=[O:11])[CH2:4][CH2:3][NH:2][S:1](=[O:13])(=[O:12])[C:7]=4[CH:8]=[CH:9]3)[CH2:23][CH2:22]2)=[CH:29][CH:28]=1, predict the reactants needed to synthesize it. The reactants are: [S:1]1(=[O:13])(=[O:12])[C:7]2[CH:8]=[CH:9][NH:10][C:6]=2[C:5](=[O:11])[CH2:4][CH2:3][NH:2]1.Cl[CH2:15][CH2:16][CH2:17][N:18]1[CH2:23][CH2:22][N:21]([C:24]2[CH:29]=[CH:28][C:27]([F:30])=[CH:26][CH:25]=2)[CH2:20][CH2:19]1.C(=O)([O-])[O-].[K+].[K+]. (5) The reactants are: [CH3:1][N:2]1[C:6]2[CH:7]=[CH:8][C:9]([N:11]3[CH:16]=[C:15]([C:17]([O:19][CH2:20][CH3:21])=[O:18])[C:14](=[O:22])[N:13]([CH2:23][C:24]4[CH:29]=[CH:28][CH:27]=[C:26]([C:30]([F:33])([F:32])[F:31])[C:25]=4[CH3:34])[C:12]3=[O:35])=[CH:10][C:5]=2[NH:4][C:3]1=[O:36].ClC(Cl)(Cl)S(O[CH2:43][C:44]([F:47])([F:46])[F:45])(=O)=O. Given the product [CH3:1][N:2]1[C:6]2[CH:7]=[CH:8][C:9]([N:11]3[CH:16]=[C:15]([C:17]([O:19][CH2:20][CH3:21])=[O:18])[C:14](=[O:22])[N:13]([CH2:23][C:24]4[CH:29]=[CH:28][CH:27]=[C:26]([C:30]([F:32])([F:33])[F:31])[C:25]=4[CH3:34])[C:12]3=[O:35])=[CH:10][C:5]=2[N:4]([CH2:43][C:44]([F:47])([F:46])[F:45])[C:3]1=[O:36], predict the reactants needed to synthesize it. (6) Given the product [NH2:1][C:2]1[CH:3]=[C:4]([CH:9]([CH2:15][CH3:16])[CH2:10][C:11]([O:13][CH3:14])=[O:12])[CH:5]=[CH:6][C:7]=1[Cl:8], predict the reactants needed to synthesize it. The reactants are: [NH2:1][C:2]1[CH:3]=[C:4]([C:9](=[CH:15][CH3:16])[CH2:10][C:11]([O:13][CH3:14])=[O:12])[CH:5]=[CH:6][C:7]=1[Cl:8].NC1C=C(C(CC)=CC(OC)=O)C=CC=1Cl.